Dataset: Peptide-MHC class I binding affinity with 185,985 pairs from IEDB/IMGT. Task: Regression. Given a peptide amino acid sequence and an MHC pseudo amino acid sequence, predict their binding affinity value. This is MHC class I binding data. (1) The peptide sequence is GLYNRHRGR. The MHC is HLA-A25:01 with pseudo-sequence HLA-A25:01. The binding affinity (normalized) is 0.0847. (2) The peptide sequence is TRKIRSEEL. The MHC is HLA-A29:02 with pseudo-sequence HLA-A29:02. The binding affinity (normalized) is 0.0847. (3) The peptide sequence is RTMPLSRFT. The MHC is HLA-B08:02 with pseudo-sequence HLA-B08:02. The binding affinity (normalized) is 0.0847. (4) The peptide sequence is AELLAACFA. The MHC is HLA-B40:01 with pseudo-sequence HLA-B40:01. The binding affinity (normalized) is 0.411. (5) The peptide sequence is ASIDNYNKF. The MHC is HLA-A24:02 with pseudo-sequence HLA-A24:02. The binding affinity (normalized) is 0.388. (6) The peptide sequence is DAAAPLPPV. The MHC is HLA-A02:03 with pseudo-sequence HLA-A02:03. The binding affinity (normalized) is 0.0847. (7) The peptide sequence is KEKGPIFRD. The MHC is HLA-B07:02 with pseudo-sequence HLA-B07:02. The binding affinity (normalized) is 0.0847.